From a dataset of Reaction yield outcomes from USPTO patents with 853,638 reactions. Predict the reaction yield, written as a fraction of the theoretical maximum amount of product (1.0 means a 100% yield; for example, 0.34 means a 34% yield). The reactants are N1C2C(=CC=CC=2)C(CCNC[CH2:14][C:15]2[CH:20]=[CH:19][C:18]([CH2:21][CH2:22][CH2:23][NH:24][C:25](=[O:36])[CH2:26][O:27][CH2:28][C:29]3[CH:34]=[CH:33][C:32]([F:35])=[CH:31][CH:30]=3)=[CH:17][CH:16]=2)=C1.FC1C=CC(COCC([NH:47]CCCC2C=CC(CC=O)=CC=2)=O)=CC=1.NC[CH2:64][C:65]1[C:73]2[C:68](=[CH:69][CH:70]=[CH:71][CH:72]=2)[NH:67][CH:66]=1. No catalyst specified. The product is [NH:67]1[C:68]2[C:73](=[CH:72][CH:71]=[CH:70][CH:69]=2)[C:65]([CH2:64][NH:47][CH2:14][C:15]2[CH:16]=[CH:17][C:18]([CH2:21][CH2:22][CH2:23][NH:24][C:25](=[O:36])[CH2:26][O:27][CH2:28][C:29]3[CH:30]=[CH:31][C:32]([F:35])=[CH:33][CH:34]=3)=[CH:19][CH:20]=2)=[CH:66]1. The yield is 0.0800.